From a dataset of Forward reaction prediction with 1.9M reactions from USPTO patents (1976-2016). Predict the product of the given reaction. Given the reactants [Br:1][C:2]1[C:3]([CH3:10])=[C:4]([CH:7]=[CH:8][CH:9]=1)[CH2:5][NH2:6].C(N(C(C)C)CC)(C)C.Cl[C:21]1[N:26]=[C:25]([NH:27][CH2:28][C@H:29]2[CH2:34][CH2:33][C@H:32]([CH2:35][OH:36])[CH2:31][CH2:30]2)[C:24]([N+:37]([O-:39])=[O:38])=[CH:23][N:22]=1, predict the reaction product. The product is: [Br:1][C:2]1[C:3]([CH3:10])=[C:4]([CH:7]=[CH:8][CH:9]=1)[CH2:5][NH:6][C:21]1[N:26]=[C:25]([NH:27][CH2:28][C@H:29]2[CH2:30][CH2:31][C@H:32]([CH2:35][OH:36])[CH2:33][CH2:34]2)[C:24]([N+:37]([O-:39])=[O:38])=[CH:23][N:22]=1.